This data is from Forward reaction prediction with 1.9M reactions from USPTO patents (1976-2016). The task is: Predict the product of the given reaction. (1) Given the reactants [F:1][C:2]1[CH:3]=[C:4]([CH:6]=[CH:7][C:8]=1[O:9][C:10]1[C:19]2[C:14](=[CH:15][C:16]([O:22][CH2:23][CH2:24][CH2:25][N:26]3[CH2:31][CH2:30][O:29][CH2:28][CH2:27]3)=[C:17]([O:20][CH3:21])[CH:18]=2)[N:13]=[CH:12][CH:11]=1)[NH2:5].[CH2:32]([N:39]1[CH:44]=[CH:43][CH:42]=[C:41]([C:45](O)=[O:46])[C:40]1=[O:48])[C:33]1[CH:38]=[CH:37][CH:36]=[CH:35][CH:34]=1, predict the reaction product. The product is: [CH2:32]([N:39]1[CH:44]=[CH:43][CH:42]=[C:41]([C:45]([NH:5][C:4]2[CH:6]=[CH:7][C:8]([O:9][C:10]3[C:19]4[C:14](=[CH:15][C:16]([O:22][CH2:23][CH2:24][CH2:25][N:26]5[CH2:31][CH2:30][O:29][CH2:28][CH2:27]5)=[C:17]([O:20][CH3:21])[CH:18]=4)[N:13]=[CH:12][CH:11]=3)=[C:2]([F:1])[CH:3]=2)=[O:46])[C:40]1=[O:48])[C:33]1[CH:34]=[CH:35][CH:36]=[CH:37][CH:38]=1. (2) Given the reactants [F:1][C:2]([F:20])([F:19])[C:3]1[N:8]=[C:7]([N:9]2[CH:13]=[C:12]([C:14]([O:16]CC)=[O:15])[CH:11]=[N:10]2)[CH:6]=[N:5][CH:4]=1.C(=O)([O-])[O-].[K+].[K+], predict the reaction product. The product is: [F:20][C:2]([F:1])([F:19])[C:3]1[N:8]=[C:7]([N:9]2[CH:13]=[C:12]([C:14]([OH:16])=[O:15])[CH:11]=[N:10]2)[CH:6]=[N:5][CH:4]=1. (3) Given the reactants [C:1]([OH:10])(=O)[C:2]1[C:3](=[CH:5][CH:6]=[CH:7][CH:8]=1)[NH2:4].[CH3:11][NH2:12].[CH:13](=O)[C:14]1[CH:19]=[CH:18][C:17]([O:20][CH3:21])=[CH:16][CH:15]=1.Cl[CH2:24][CH2:25][CH2:26]Br.[NH:28]1[CH2:33][CH2:32]C[CH2:30][CH2:29]1, predict the reaction product. The product is: [CH3:11][N:12]1[C:1](=[O:10])[C:2]2[C:3](=[CH:5][CH:6]=[CH:7][CH:8]=2)[N:4]=[C:13]1[C:14]1[CH:19]=[CH:18][C:17]([O:20][CH2:21][CH2:30][CH2:29][N:28]2[CH2:33][CH2:32][CH2:26][CH2:25][CH2:24]2)=[CH:16][CH:15]=1. (4) Given the reactants [NH2:1][C@@H:2]([C:7]([NH:10][C:11]([O:13][C:14]([CH3:17])([CH3:16])[CH3:15])=[O:12])([CH3:9])[CH3:8])[C:3]([O:5][CH3:6])=[O:4].CCN(C(C)C)C(C)C.[OH:27][C@H:28]([CH2:42][OH:43])[C:29]#[C:30][C:31]#[C:32][C:33]1[CH:41]=[CH:40][C:36]([C:37](O)=[O:38])=[CH:35][CH:34]=1.CN(C(ON1N=NC2C=CC=NC1=2)=[N+](C)C)C.F[P-](F)(F)(F)(F)F, predict the reaction product. The product is: [C:14]([O:13][C:11]([NH:10][C:7]([CH3:9])([CH3:8])[C@H:2]([NH:1][C:37](=[O:38])[C:36]1[CH:35]=[CH:34][C:33]([C:32]#[C:31][C:30]#[C:29][C@H:28]([OH:27])[CH2:42][OH:43])=[CH:41][CH:40]=1)[C:3]([O:5][CH3:6])=[O:4])=[O:12])([CH3:17])([CH3:16])[CH3:15]. (5) The product is: [F:10][C:11]1[CH:12]=[CH:13][C:14]([C:17]2[CH:18]=[C:19]([CH:23]=[O:24])[CH:20]=[N:21][CH:22]=2)=[CH:15][CH:16]=1. Given the reactants N1(C(N)=O)CCOCC1.[F:10][C:11]1[CH:16]=[CH:15][C:14]([C:17]2[CH:18]=[C:19]([C:23](O)=[O:24])[CH:20]=[N:21][CH:22]=2)=[CH:13][CH:12]=1.S(=O)(=O)(O)O, predict the reaction product. (6) Given the reactants CCCC.Br.Br[CH:7]([CH2:10]Br)[CH2:8][NH2:9].[NH:12]1[CH2:17][CH2:16][O:15][CH2:14][CH2:13]1.S(=O)(=O)(O)O.[OH-].[Ca+2].[OH-], predict the reaction product. The product is: [NH:9]1[CH2:10][CH:7]([N:12]2[CH2:17][CH2:16][O:15][CH2:14][CH2:13]2)[CH2:8]1. (7) Given the reactants [NH2:1][C:2]1[C:10]2[N:9]=[C:8]([CH3:11])[N:7]([CH3:12])[C:6]=2[CH:5]=[C:4]([C:13]([N:15]([CH3:17])[CH3:16])=[O:14])[CH:3]=1.[O:18]1[CH:20]2[CH2:21][C:22]3[C:27]([CH:19]12)=[CH:26][CH:25]=[CH:24][CH:23]=3, predict the reaction product. The product is: [OH:18][C@@H:20]1[CH2:21][C:22]2[C:27](=[CH:26][CH:25]=[CH:24][CH:23]=2)[C@H:19]1[NH:1][C:2]1[C:10]2[N:9]=[C:8]([CH3:11])[N:7]([CH3:12])[C:6]=2[CH:5]=[C:4]([C:13]([N:15]([CH3:16])[CH3:17])=[O:14])[CH:3]=1. (8) Given the reactants Br[C:2]1[CH:7]=[CH:6][CH:5]=[CH:4][C:3]=1[C:8]1(C(OC)=O)[NH:12][NH:11][CH:10]=[CH:9]1.[Cu]([C:20]#[N:21])C#N.C[CH2:23][O:24][C:25](C)=[O:26], predict the reaction product. The product is: [C:20]([C:2]1[CH:7]=[CH:6][CH:5]=[CH:4][C:3]=1[C:8]1[CH:9]=[C:10]([C:25]([O:24][CH3:23])=[O:26])[NH:11][N:12]=1)#[N:21].